Predict the reaction yield, written as a fraction of the theoretical maximum amount of product (1.0 means a 100% yield; for example, 0.34 means a 34% yield). From a dataset of Reaction yield outcomes from USPTO patents with 853,638 reactions. The reactants are [NH2:1][C:2]1[CH:3]=[C:4]([C:8]2[S:12][C:11]([C:13]3[CH:14]=[C:15]4[C:19](=[CH:20][CH:21]=3)[C:18](=[O:22])[N:17]([CH3:23])[CH2:16]4)=[CH:10][CH:9]=2)[CH:5]=[N:6][CH:7]=1.[S:24]1[CH:28]=[CH:27][CH:26]=[C:25]1[S:29](Cl)(=[O:31])=[O:30]. No catalyst specified. The product is [CH3:23][N:17]1[CH2:16][C:15]2[C:19](=[CH:20][CH:21]=[C:13]([C:11]3[S:12][C:8]([C:4]4[CH:3]=[C:2]([NH:1][S:29]([C:25]5[S:24][CH:28]=[CH:27][CH:26]=5)(=[O:31])=[O:30])[CH:7]=[N:6][CH:5]=4)=[CH:9][CH:10]=3)[CH:14]=2)[C:18]1=[O:22]. The yield is 0.710.